This data is from Experimentally validated miRNA-target interactions with 360,000+ pairs, plus equal number of negative samples. The task is: Binary Classification. Given a miRNA mature sequence and a target amino acid sequence, predict their likelihood of interaction. The miRNA is mmu-miR-3572-3p with sequence UACACUUGUCCUUCUUUCCCCAG. The protein sequence of the target gene is MFHVSFRYIFGLPPLILVLLPVASSDCDIEGKDGKQYESVLMVSIDQLLDSMKEIGSNCLNNEFNFFKRHICDANKEGMFLFRAARKLRQFLKMNSTGDFDLHLLKVSEGTTILLNCTGQVKGRKPAALGEAQPTKSLEENKSLKEQKKLNDLCFLKRLLQEIKTCWNKILMGTKEH. Result: 0 (no interaction).